From a dataset of Full USPTO retrosynthesis dataset with 1.9M reactions from patents (1976-2016). Predict the reactants needed to synthesize the given product. (1) Given the product [Cl:23][C:24]1[CH:29]=[C:28]([C:30]#[N:31])[CH:27]=[C:26]([CH3:32])[C:25]=1[N:33]=[C:34]1[NH:8][C@@H:3]([CH2:4][CH:5]([CH3:7])[CH3:6])[CH2:2][S:35]1, predict the reactants needed to synthesize it. The reactants are: O[CH2:2][C@@H:3]([NH2:8])[CH2:4][CH:5]([CH3:7])[CH3:6].COC(=O)[C@H](CC(C)C)N.OCCN.[Cl:23][C:24]1[CH:29]=[C:28]([C:30]#[N:31])[CH:27]=[C:26]([CH3:32])[C:25]=1[N:33]=[C:34]=[S:35]. (2) Given the product [F:25][C:26]1[CH:33]=[CH:32][C:29]([CH2:30][NH:31][C:21]([C:3]2[C:4](=[O:20])[N:5]([CH2:12][CH2:13][N:14]([CH3:19])[S:15]([CH3:18])(=[O:16])=[O:17])[C:6]3[C:11]([C:2]=2[OH:1])=[N:10][CH:9]=[CH:8][CH:7]=3)=[O:22])=[CH:28][CH:27]=1, predict the reactants needed to synthesize it. The reactants are: [OH:1][C:2]1[C:11]2[C:6](=[CH:7][CH:8]=[CH:9][N:10]=2)[N:5]([CH2:12][CH2:13][N:14]([CH3:19])[S:15]([CH3:18])(=[O:17])=[O:16])[C:4](=[O:20])[C:3]=1[C:21](OC)=[O:22].[F:25][C:26]1[CH:33]=[CH:32][C:29]([CH2:30][NH2:31])=[CH:28][CH:27]=1. (3) Given the product [CH2:13]([N:16]1[CH2:21][CH2:20][N:19]([CH2:2][CH2:3][N:4]2[CH:9]=[CH:8][C:7](=[O:10])[C:6]([OH:11])=[C:5]2[CH3:12])[CH2:18][CH2:17]1)[C:14]#[CH:15], predict the reactants needed to synthesize it. The reactants are: Cl[CH2:2][CH2:3][N:4]1[CH:9]=[CH:8][C:7](=[O:10])[C:6]([OH:11])=[C:5]1[CH3:12].[CH2:13]([N:16]1[CH2:21][CH2:20][NH:19][CH2:18][CH2:17]1)[C:14]#[CH:15]. (4) Given the product [CH3:39][O:38][C:37]1[CH:36]=[C:35]([CH3:40])[C:34]2[N:33]([CH2:41][O:42][CH2:43][CH2:44][Si:45]([CH3:46])([CH3:47])[CH3:48])[C:32](=[O:49])[C:31]3[S:50][C:51]([CH3:53])=[CH:52][C:30]=3[C:29]=2[C:28]=1[C:9]1[CH:10]=[CH:11][C:12]([C@@H:15]([CH3:25])[CH2:16][NH:17][C:18](=[O:24])[O:19][C:20]([CH3:21])([CH3:22])[CH3:23])=[CH:13][CH:14]=1, predict the reactants needed to synthesize it. The reactants are: CC1(C)C(C)(C)OB([C:9]2[CH:14]=[CH:13][C:12]([C@@H:15]([CH3:25])[CH2:16][NH:17][C:18](=[O:24])[O:19][C:20]([CH3:23])([CH3:22])[CH3:21])=[CH:11][CH:10]=2)O1.Br[C:28]1[C:29]2[C:30]3[CH:52]=[C:51]([CH3:53])[S:50][C:31]=3[C:32](=[O:49])[N:33]([CH2:41][O:42][CH2:43][CH2:44][Si:45]([CH3:48])([CH3:47])[CH3:46])[C:34]=2[C:35]([CH3:40])=[CH:36][C:37]=1[O:38][CH3:39]. (5) The reactants are: [Cl:1][C:2]1[CH:7]=[CH:6][C:5]([C:8]2[C:9](=[O:22])[N:10]([CH2:18][C:19](O)=[O:20])[C:11]3([CH2:17][CH2:16][O:15][CH2:14][CH2:13]3)[N:12]=2)=[CH:4][CH:3]=1.[F:23][C:24]1[CH:25]=[C:26]([CH:28]=[CH:29][C:30]=1[F:31])[NH2:27].CN(C(ON1N=NC2C=CC=NC1=2)=[N+](C)C)C.F[P-](F)(F)(F)(F)F.C(=O)(O)[O-].[Na+]. Given the product [Cl:1][C:2]1[CH:7]=[CH:6][C:5]([C:8]2[C:9](=[O:22])[N:10]([CH2:18][C:19]([NH:27][C:26]3[CH:28]=[CH:29][C:30]([F:31])=[C:24]([F:23])[CH:25]=3)=[O:20])[C:11]3([CH2:13][CH2:14][O:15][CH2:16][CH2:17]3)[N:12]=2)=[CH:4][CH:3]=1, predict the reactants needed to synthesize it.